From a dataset of HIV replication inhibition screening data with 41,000+ compounds from the AIDS Antiviral Screen. Binary Classification. Given a drug SMILES string, predict its activity (active/inactive) in a high-throughput screening assay against a specified biological target. (1) The drug is N=c1[nH]n2cc3c(nc2c1N=Nc1ccc(Cl)cc1)CCCCC3. The result is 0 (inactive). (2) The molecule is CC(C)(C)OC(=O)NCC(=O)NCC(=O)NCC(=O)NCC(=O)O. The result is 0 (inactive). (3) The compound is C#CC1(O)CCC2C3CCc4cc(Oc5nc(F)nc(-c6c7ccccc7cn6C)n5)ccc4C3CCC21C. The result is 0 (inactive). (4) The drug is NC(=O)C(NCc1ccccc1)c1ccccc1. The result is 0 (inactive). (5) The molecule is O=C1O[Cu-3]2(Nc3ccccc31)Nc1ccccc1C(=O)O2. The result is 0 (inactive). (6) The drug is FC(F)(F)C1(c2ccccc2)SCc2nc3ccccc3n21. The result is 1 (active). (7) The molecule is CC(NC1=NCCO1)c1cccc([N+](=O)[O-])c1. The result is 0 (inactive).